This data is from Forward reaction prediction with 1.9M reactions from USPTO patents (1976-2016). The task is: Predict the product of the given reaction. (1) Given the reactants C(OC([N:8]1[CH2:14][CH2:13][C:12]2[CH:15]=[CH:16][C:17]([C:19]#[N:20])=[CH:18][C:11]=2[CH2:10][CH2:9]1)=O)(C)(C)C.FC(F)(F)C(O)=O, predict the reaction product. The product is: [C:19]([C:17]1[CH:16]=[CH:15][C:12]2[CH2:13][CH2:14][NH:8][CH2:9][CH2:10][C:11]=2[CH:18]=1)#[N:20]. (2) Given the reactants O[C:2]1[N:6]([CH2:7][C:8]2[CH:13]=[CH:12][C:11]([O:14][CH3:15])=[CH:10][CH:9]=2)[N:5]=[N:4][C:3]=1[C:16]([O:18][CH2:19][CH3:20])=[O:17].P(Cl)(Cl)(Cl)(Cl)[Cl:22], predict the reaction product. The product is: [Cl:22][C:2]1[N:6]([CH2:7][C:8]2[CH:13]=[CH:12][C:11]([O:14][CH3:15])=[CH:10][CH:9]=2)[N:5]=[N:4][C:3]=1[C:16]([O:18][CH2:19][CH3:20])=[O:17]. (3) Given the reactants [C:1]([N:4]1[C:13]2[C:8](=[CH:9][C:10](Br)=[CH:11][CH:12]=2)[C@H:7]([NH:15][C:16](=[O:25])[O:17][CH2:18][C:19]2[CH:24]=[CH:23][CH:22]=[CH:21][CH:20]=2)[C@@H:6]([CH3:26])[C@@H:5]1[CH:27]1[CH2:29][CH2:28]1)(=[O:3])[CH3:2].B([C:33]1[CH:41]=[CH:40][C:36]([C:37]([OH:39])=[O:38])=[CH:35][CH:34]=1)(O)O.P([O-])([O-])([O-])=O.[K+].[K+].[K+].CC(C1C=C(C(C)C)C(C2C=CC=CC=2P(C2CCCCC2)C2CCCCC2)=C(C(C)C)C=1)C, predict the reaction product. The product is: [C:1]([N:4]1[C:13]2[C:8](=[CH:9][C:10]([C:33]3[CH:41]=[CH:40][C:36]([C:37]([OH:39])=[O:38])=[CH:35][CH:34]=3)=[CH:11][CH:12]=2)[C@H:7]([NH:15][C:16]([O:17][CH2:18][C:19]2[CH:24]=[CH:23][CH:22]=[CH:21][CH:20]=2)=[O:25])[C@@H:6]([CH3:26])[C@@H:5]1[CH:27]1[CH2:29][CH2:28]1)(=[O:3])[CH3:2]. (4) Given the reactants [CH2:1]([NH:3][C:4](=[O:15])[C:5]1[CH:10]=[CH:9][C:8]([N+:11]([O-:13])=[O:12])=[C:7]([OH:14])[CH:6]=1)[CH3:2].C(=O)([O-])[O-].[K+].[K+].Br[CH2:23][CH3:24], predict the reaction product. The product is: [CH2:23]([O:14][C:7]1[CH:6]=[C:5]([CH:10]=[CH:9][C:8]=1[N+:11]([O-:13])=[O:12])[C:4]([NH:3][CH2:1][CH3:2])=[O:15])[CH3:24]. (5) Given the reactants [Br:1][C:2]1[CH:10]=[CH:9][C:5]([C:6]([O-:8])=O)=[C:4]([CH2:11]Br)[CH:3]=1.[NH2:13][CH:14]([CH3:17])[CH2:15][OH:16], predict the reaction product. The product is: [Br:1][C:2]1[CH:3]=[C:4]2[C:5](=[CH:9][CH:10]=1)[C:6](=[O:8])[N:13]([CH:14]([CH3:17])[CH2:15][OH:16])[CH2:11]2. (6) Given the reactants C([N:4]([C:31]1[S:32][CH:33]=[CH:34][N:35]=1)[S:5]([C:8]1[CH:9]=[N:10][C:11]([N:14]2[CH2:18][CH2:17][C@H:16]([N:19]3[C:28]4[C:23](=[CH:24][C:25]([Cl:29])=[CH:26][CH:27]=4)[CH2:22][CH2:21][CH2:20]3)[C:15]2=[O:30])=[CH:12][CH:13]=1)(=[O:7])=[O:6])C=C.CN1C(=O)CC(=O)N(C)C1=O, predict the reaction product. The product is: [Cl:29][C:25]1[CH:24]=[C:23]2[C:28](=[CH:27][CH:26]=1)[N:19]([C@H:16]1[CH2:17][CH2:18][N:14]([C:11]3[N:10]=[CH:9][C:8]([S:5]([NH:4][C:31]4[S:32][CH:33]=[CH:34][N:35]=4)(=[O:6])=[O:7])=[CH:13][CH:12]=3)[C:15]1=[O:30])[CH2:20][CH2:21][CH2:22]2. (7) Given the reactants [Cl:1][C:2]1[N:3]=[C:4]([N:13]2[CH2:18][CH2:17][O:16][CH2:15][CH2:14]2)[C:5]2[S:10][C:9]([CH:11]=O)=[CH:8][C:6]=2[N:7]=1.[CH3:19][NH:20][C:21]([CH:23]1[CH2:28][CH2:27][NH:26][CH2:25][CH2:24]1)=[O:22], predict the reaction product. The product is: [CH3:19][NH:20][C:21]([CH:23]1[CH2:28][CH2:27][N:26]([CH2:11][C:9]2[S:10][C:5]3[C:4]([N:13]4[CH2:18][CH2:17][O:16][CH2:15][CH2:14]4)=[N:3][C:2]([Cl:1])=[N:7][C:6]=3[CH:8]=2)[CH2:25][CH2:24]1)=[O:22]. (8) Given the reactants [F:1][C:2]1[CH:26]=[CH:25][CH:24]=[CH:23][C:3]=1[O:4][C:5]1[N:6]=[CH:7][C:8]2[N:13]=[C:12]([C:14]3[CH:19]=[C:18]([CH3:20])[C:17]([OH:21])=[C:16]([CH3:22])[CH:15]=3)[O:11][C:9]=2[N:10]=1.Br[CH2:28][C:29]([O:31]C(C)(C)C)=[O:30].C(=O)([O-])[O-].[K+].[K+], predict the reaction product. The product is: [F:1][C:2]1[CH:26]=[CH:25][CH:24]=[CH:23][C:3]=1[O:4][C:5]1[N:6]=[CH:7][C:8]2[N:13]=[C:12]([C:14]3[CH:15]=[C:16]([CH3:22])[C:17]([O:21][CH2:28][C:29]([OH:31])=[O:30])=[C:18]([CH3:20])[CH:19]=3)[O:11][C:9]=2[N:10]=1.